Dataset: Catalyst prediction with 721,799 reactions and 888 catalyst types from USPTO. Task: Predict which catalyst facilitates the given reaction. (1) Reactant: Cl[C:2]1[CH:7]=[CH:6][CH:5]=[CH:4][C:3]=1[O:8][CH3:9].[C:10]1(B(O)O)[CH:15]=[CH:14][CH:13]=[CH:12][CH:11]=1.[F-].[Cs+]. Product: [C:10]1([C:2]2[CH:7]=[CH:6][CH:5]=[CH:4][C:3]=2[O:8][CH3:9])[CH:15]=[CH:14][CH:13]=[CH:12][CH:11]=1. The catalyst class is: 12. (2) Reactant: [O:1]1CCO[CH:2]1[CH2:6][CH2:7][CH2:8][CH:9]1[CH2:13][CH2:12][CH2:11][N:10]1[C:14]([O:16][CH2:17][C:18]1[CH:23]=[CH:22][CH:21]=[CH:20][CH:19]=1)=[O:15].Cl.[OH-].[Na+]. Product: [O:1]=[CH:2][CH2:6][CH2:7][CH2:8][CH:9]1[CH2:13][CH2:12][CH2:11][N:10]1[C:14]([O:16][CH2:17][C:18]1[CH:23]=[CH:22][CH:21]=[CH:20][CH:19]=1)=[O:15]. The catalyst class is: 1.